From a dataset of Reaction yield outcomes from USPTO patents with 853,638 reactions. Predict the reaction yield, written as a fraction of the theoretical maximum amount of product (1.0 means a 100% yield; for example, 0.34 means a 34% yield). The product is [C:20]([C:16]1[CH:15]=[C:14]([CH:19]=[CH:18][CH:17]=1)[CH2:13][NH:12][C:10]([NH:9][C:6]1[CH:7]=[CH:8][C:3]([Cl:2])=[CH:4][CH:5]=1)=[O:11])(=[O:21])[CH3:25]. The reactants are Cl.[Cl:2][C:3]1[CH:8]=[CH:7][C:6]([NH:9][C:10]([NH:12][CH2:13][C:14]2[CH:19]=[CH:18][CH:17]=[C:16]([C:20]3([CH3:25])OCC[O:21]3)[CH:15]=2)=[O:11])=[CH:5][CH:4]=1. The yield is 1.00. The catalyst is C1COCC1.